Task: Predict the product of the given reaction.. Dataset: Forward reaction prediction with 1.9M reactions from USPTO patents (1976-2016) (1) The product is: [CH3:29][CH:30]([N:25]1[CH2:26][CH2:27][CH2:28][C@@H:23]([CH2:22][O:21][C:18]2[CH:19]=[CH:20][C:15]([N:12]3[CH2:13][CH2:14][N:9]([C:7]([C:1]4[CH:2]=[CH:3][CH:4]=[CH:5][CH:6]=4)=[O:8])[CH2:10][CH2:11]3)=[CH:16][CH:17]=2)[CH2:24]1)[CH3:32]. Given the reactants [C:1]1([C:7]([N:9]2[CH2:14][CH2:13][N:12]([C:15]3[CH:20]=[CH:19][C:18]([O:21][CH2:22][C@@H:23]4[CH2:28][CH2:27][CH2:26][NH:25][CH2:24]4)=[CH:17][CH:16]=3)[CH2:11][CH2:10]2)=[O:8])[CH:6]=[CH:5][CH:4]=[CH:3][CH:2]=1.[CH3:29][C:30]([CH3:32])=O, predict the reaction product. (2) The product is: [CH2:9]([N:25]1[CH:8]=[C:7]([CH2:6][O:5][C:1](=[O:4])[CH:2]=[CH2:3])[N:27]=[N:26]1)[CH2:10][CH2:11][CH2:12][CH2:13][CH2:14][CH2:15][CH2:16][CH2:17][CH2:18][CH2:19][CH2:20][CH2:21][CH2:22][CH2:23][CH3:24]. Given the reactants [C:1]([O:5][CH2:6][C:7]#[CH:8])(=[O:4])[CH:2]=[CH2:3].[CH2:9]([N:25]=[N+:26]=[N-:27])[CH2:10][CH2:11][CH2:12][CH2:13][CH2:14][CH2:15][CH2:16][CH2:17][CH2:18][CH2:19][CH2:20][CH2:21][CH2:22][CH2:23][CH3:24].O, predict the reaction product. (3) Given the reactants [F:1][C:2]1[CH:7]=[CH:6][C:5]([C:8]2[O:9][C:10]3[CH:20]=[C:19]([CH2:21][C:22]([O:24][CH3:25])=[O:23])[C:18]([OH:26])=[CH:17][C:11]=3[C:12]=2[C:13](=[O:16])[NH:14][CH3:15])=[CH:4][CH:3]=1.[F:27][C:28]([F:47])([F:46])[S:29](N(C1C=CC=CC=1)[S:29]([C:28]([F:47])([F:46])[F:27])(=[O:31])=[O:30])(=[O:31])=[O:30].O, predict the reaction product. The product is: [F:1][C:2]1[CH:3]=[CH:4][C:5]([C:8]2[O:9][C:10]3[CH:20]=[C:19]([CH2:21][C:22]([O:24][CH3:25])=[O:23])[C:18]([O:26][S:29]([C:28]([F:47])([F:46])[F:27])(=[O:31])=[O:30])=[CH:17][C:11]=3[C:12]=2[C:13](=[O:16])[NH:14][CH3:15])=[CH:6][CH:7]=1. (4) Given the reactants [F:1][C:2]1[CH:3]=[C:4]([NH:12][C:13]2[N:18]3[N:19]=[C:20](S(C)(=O)=O)[N:21]=[C:17]3[N:16]=[C:15]([CH3:26])[CH:14]=2)[CH:5]=[CH:6][C:7]=1[C:8]([F:11])([F:10])[F:9].[O-:27][CH2:28][CH3:29].[Na+], predict the reaction product. The product is: [CH2:28]([O:27][C:20]1[N:21]=[C:17]2[N:16]=[C:15]([CH3:26])[CH:14]=[C:13]([NH:12][C:4]3[CH:5]=[CH:6][C:7]([C:8]([F:11])([F:10])[F:9])=[C:2]([F:1])[CH:3]=3)[N:18]2[N:19]=1)[CH3:29]. (5) Given the reactants [CH:1]1([C:7](OC2C=CC=CC=2C)=[O:8])[CH2:6][CH2:5][CH2:4][CH2:3][CH2:2]1.C([O:21][C:22]1[CH:27]=[CH:26][CH:25]=[CH:24][C:23]=1[CH3:28])(=O)CC, predict the reaction product. The product is: [CH:1]1([C:7]([C:25]2[CH:26]=[CH:27][C:22]([OH:21])=[C:23]([CH3:28])[CH:24]=2)=[O:8])[CH2:6][CH2:5][CH2:4][CH2:3][CH2:2]1. (6) Given the reactants [CH3:1][O:2][C:3]1[CH:4]=[C:5]2[C:10](=[CH:11][C:12]=1[O:13][CH3:14])[N:9]=[CH:8][N:7]=[C:6]2[NH:15][C:16]1[C:17]([CH:19]=[C:20]([C:24]2[CH:29]=[CH:28][CH:27]=[CH:26][CH:25]=2)[C:21](=[O:23])[CH:22]=1)=[O:18].[OH:30]O, predict the reaction product. The product is: [CH3:1][O:2][C:3]1[CH:4]=[C:5]2[C:10](=[CH:11][C:12]=1[O:13][CH3:14])[N:9]=[CH:8][N:7]=[C:6]2[NH:15][C:16]1[C:17](=[O:18])[CH:19]2[C:20]([C:24]3[CH:29]=[CH:28][CH:27]=[CH:26][CH:25]=3)([O:30]2)[C:21](=[O:23])[CH:22]=1. (7) Given the reactants Br[C:2]1[CH:3]=[C:4]2[C:13](=[CH:14][C:15]=1[F:16])[CH:12]1[CH2:17][CH:10]([CH2:11]1)[N:9]1[C:5]2=[N:6][C:7]([C:18]([NH2:20])=[O:19])=[CH:8]1.Br[C:22]1[CH:23]=[C:24]2[C:33](=[CH:34][C:35]=1[F:36])[CH:32]1[CH2:37][CH:30]([CH2:31]1)[N:29]1[C:25]2=[N:26][C:27]([C:42]([NH2:44])=[O:43])=[C:28]1[C:38]([NH:40][CH3:41])=[O:39].[CH3:45][C:46]([OH:51])([C:49]#[CH:50])[CH2:47][OH:48], predict the reaction product. The product is: [OH:51][C:46]([CH3:45])([CH2:47][OH:48])[C:49]#[C:50][C:22]1[CH:23]=[C:24]2[C:33](=[CH:34][C:35]=1[F:36])[CH:32]1[CH2:37][CH:30]([CH2:31]1)[N:29]1[C:25]2=[N:26][C:27]([C:42]([NH2:44])=[O:43])=[C:28]1[C:38]([NH:40][CH3:41])=[O:39].[OH:51][C:46]([CH3:45])([CH2:47][OH:48])[C:49]#[C:50][C:2]1[CH:3]=[C:4]2[C:13](=[CH:14][C:15]=1[F:16])[CH:12]1[CH2:17][CH:10]([CH2:11]1)[N:9]1[C:5]2=[N:6][C:7]([C:18]([NH2:20])=[O:19])=[CH:8]1. (8) Given the reactants [Cl:1][C:2]1[CH:3]=[C:4]([C:12]2[O:16][N:15]=[C:14]([C:17]3[CH:18]=[C:19]4[C:23](=[CH:24][CH:25]=3)[NH:22][C:21]([CH2:26][CH2:27][C:28]([O:30][CH2:31]C)=[O:29])=[CH:20]4)[N:13]=2)[CH:5]=[N:6][C:7]=1[O:8][CH:9]([CH3:11])[CH3:10].[C:33](=O)(OC)OC.C1N2CCN(CC2)C1, predict the reaction product. The product is: [Cl:1][C:2]1[CH:3]=[C:4]([C:12]2[O:16][N:15]=[C:14]([C:17]3[CH:18]=[C:19]4[C:23](=[CH:24][CH:25]=3)[N:22]([CH3:33])[C:21]([CH2:26][CH2:27][C:28]([O:30][CH3:31])=[O:29])=[CH:20]4)[N:13]=2)[CH:5]=[N:6][C:7]=1[O:8][CH:9]([CH3:11])[CH3:10]. (9) Given the reactants [Br:1][C:2]1[CH:3]=[CH:4][CH:5]=[C:6]2[C:10]=1[NH:9][N:8]=[CH:7]2.[H-].[Na+].Cl[CH2:14][O:15][CH2:16][CH2:17][Si:18]([CH3:21])([CH3:20])[CH3:19].O, predict the reaction product. The product is: [Br:1][C:2]1[CH:3]=[CH:4][CH:5]=[C:6]2[C:10]=1[N:9]([CH2:14][O:15][CH2:16][CH2:17][Si:18]([CH3:21])([CH3:20])[CH3:19])[N:8]=[CH:7]2. (10) Given the reactants C([O:3][C:4](=[O:34])[C:5]([O:8][C:9]1[CH:14]=[CH:13][C:12]([CH2:15][CH2:16][CH2:17][CH3:18])=[C:11]([O:19][CH2:20][CH2:21][C:22]2[N:23]=[C:24]([C:28]3[CH:33]=[CH:32][CH:31]=[CH:30][CH:29]=3)[O:25][C:26]=2[CH3:27])[CH:10]=1)([CH3:7])[CH3:6])C.[OH-].[Na+], predict the reaction product. The product is: [CH2:15]([C:12]1[CH:13]=[CH:14][C:9]([O:8][C:5]([CH3:6])([CH3:7])[C:4]([OH:34])=[O:3])=[CH:10][C:11]=1[O:19][CH2:20][CH2:21][C:22]1[N:23]=[C:24]([C:28]2[CH:33]=[CH:32][CH:31]=[CH:30][CH:29]=2)[O:25][C:26]=1[CH3:27])[CH2:16][CH2:17][CH3:18].